The task is: Predict the product of the given reaction.. This data is from Forward reaction prediction with 1.9M reactions from USPTO patents (1976-2016). (1) Given the reactants [CH3:1][NH:2][CH2:3][CH2:4][C:5]#[C:6][C:7]1[CH:12]=[CH:11][CH:10]=[CH:9][N:8]=1.[Cl:13][C:14]1[CH:22]=[CH:21][CH:20]=[C:19]([Cl:23])[C:15]=1[C:16](Cl)=[O:17], predict the reaction product. The product is: [Cl:13][C:14]1[CH:22]=[CH:21][CH:20]=[C:19]([Cl:23])[C:15]=1[C:16]([N:2]([CH3:1])[CH2:3][CH2:4][C:5]#[C:6][C:7]1[CH:12]=[CH:11][CH:10]=[CH:9][N:8]=1)=[O:17]. (2) Given the reactants [Cl:1][C:2]1[CH:7]=[CH:6][C:5]([C:8]2([OH:14])[CH2:13][CH2:12][NH:11][CH2:10][CH2:9]2)=[CH:4][CH:3]=1.O.C(=O)([O-])[O-].[Na+].[Na+].[C:22]([O:26][C:27](O[C:27]([O:26][C:22]([CH3:25])([CH3:24])[CH3:23])=[O:28])=[O:28])([CH3:25])([CH3:24])[CH3:23], predict the reaction product. The product is: [Cl:1][C:2]1[CH:7]=[CH:6][C:5]([C:8]2([OH:14])[CH2:9][CH2:10][N:11]([C:27]([O:26][C:22]([CH3:25])([CH3:24])[CH3:23])=[O:28])[CH2:12][CH2:13]2)=[CH:4][CH:3]=1. (3) Given the reactants [CH2:1]([C:4]1[C:13]([N:14]([CH:17]2[CH2:22][CH2:21][C:20]([F:24])([F:23])[CH2:19][CH2:18]2)[CH2:15][CH3:16])=[CH:12][CH:11]=[CH:10][C:5]=1[C:6]([O:8]C)=[O:7])[CH:2]=[CH2:3].[OH-].[Na+].Cl, predict the reaction product. The product is: [CH2:1]([C:4]1[C:13]([N:14]([CH:17]2[CH2:22][CH2:21][C:20]([F:23])([F:24])[CH2:19][CH2:18]2)[CH2:15][CH3:16])=[CH:12][CH:11]=[CH:10][C:5]=1[C:6]([OH:8])=[O:7])[CH:2]=[CH2:3]. (4) Given the reactants [C:1]([OH:9])(=O)[C:2]1[CH:7]=[CH:6][CH:5]=[CH:4][CH:3]=1.[F:10][C:11]1[CH:17]=[CH:16][C:14]([NH2:15])=[CH:13][CH:12]=1, predict the reaction product. The product is: [NH2:15][C:14]1[CH:16]=[CH:17][C:11]([F:10])=[CH:12][C:13]=1[C:1]([C:2]1[CH:3]=[CH:4][CH:5]=[CH:6][CH:7]=1)=[O:9]. (5) Given the reactants [I-].[Li+].[CH2:3]([Li])CCC.[CH2:8]([C:10]1[C:18]2[C:13](=[N:14]C(C#N)=CC=2)[N:12]([CH:21]2[CH2:26][CH2:25][O:24][CH2:23][CH2:22]2)[N:11]=1)[CH3:9].[O:27]1[CH2:31][CH2:30][CH2:29][CH2:28]1, predict the reaction product. The product is: [CH2:8]([C:10]1[C:18]2[C:13](=[N:14][C:30]([C:31](=[O:27])[CH3:3])=[CH:29][CH:28]=2)[N:12]([CH:21]2[CH2:26][CH2:25][O:24][CH2:23][CH2:22]2)[N:11]=1)[CH3:9]. (6) Given the reactants N(C(OC(C)C)=O)=NC(OC(C)C)=O.[Br:15][C:16]1[N:21]=[CH:20][C:19]2[NH:22][C:23](=[O:31])[N:24]([C:25]([CH3:30])([CH3:29])[CH2:26][CH2:27]O)[C:18]=2[CH:17]=1.C1(P(C2C=CC=CC=2)C2C=CC=CC=2)C=CC=CC=1, predict the reaction product. The product is: [Br:15][C:16]1[CH:17]=[C:18]2[C:19](=[CH:20][N:21]=1)[N:22]=[C:23]1[N:24]2[C:25]([CH3:29])([CH3:30])[CH2:26][CH2:27][O:31]1. (7) The product is: [ClH:1].[ClH:33].[Cl:1][C:2]1[CH:3]=[CH:4][C:5]([CH2:6][N:7]2[CH2:11][CH2:10][C@@H:9]([NH:12][C:13]3[N:14]=[CH:15][C:16](/[CH:19]=[CH:20]/[C:21]([NH:23][OH:24])=[O:22])=[N:17][CH:18]=3)[CH2:8]2)=[CH:31][CH:32]=1. Given the reactants [Cl:1][C:2]1[CH:32]=[CH:31][C:5]([CH2:6][N:7]2[CH2:11][CH2:10][C@@H:9]([NH:12][C:13]3[N:14]=[CH:15][C:16](/[CH:19]=[CH:20]/[C:21]([NH:23][O:24]C4CCCCO4)=[O:22])=[N:17][CH:18]=3)[CH2:8]2)=[CH:4][CH:3]=1.[ClH:33], predict the reaction product. (8) Given the reactants [NH:1]1[CH:5]=[N:4][CH:3]=[N:2]1.[H-].[Na+].Cl[CH2:9][C:10]1[N:11]([CH3:27])[N:12]=[C:13]2[C:18]=1[CH:17]=[CH:16][CH:15]=[C:14]2[C:19]1[CH:24]=[CH:23][C:22]([Cl:25])=[CH:21][C:20]=1[Cl:26].[NH4+].[Cl-], predict the reaction product. The product is: [Cl:26][C:20]1[CH:21]=[C:22]([Cl:25])[CH:23]=[CH:24][C:19]=1[C:14]1[C:13]2[C:18](=[C:10]([CH2:9][N:1]3[CH:5]=[N:4][CH:3]=[N:2]3)[N:11]([CH3:27])[N:12]=2)[CH:17]=[CH:16][CH:15]=1. (9) Given the reactants [CH3:1][O:2][C:3]1[CH:8]=[CH:7][C:6]([NH:9][C:10]([N:12]2[CH2:18][C:17]3[CH:19]=[CH:20][C:21]([C:23]([O:25]C)=O)=[CH:22][C:16]=3[O:15][CH2:14][C@@H:13]2[CH3:27])=[O:11])=[CH:5][CH:4]=1.[OH-:28].[Na+].[NH2:30]O, predict the reaction product. The product is: [OH:28][NH:30][C:23]([C:21]1[CH:20]=[CH:19][C:17]2[CH2:18][N:12]([C:10]([NH:9][C:6]3[CH:5]=[CH:4][C:3]([O:2][CH3:1])=[CH:8][CH:7]=3)=[O:11])[C@@H:13]([CH3:27])[CH2:14][O:15][C:16]=2[CH:22]=1)=[O:25]. (10) Given the reactants [NH2:1][CH2:2][CH2:3][C:4]1[CH:35]=[CH:34][C:7]([O:8][CH2:9][CH2:10][C:11]2[CH:16]=[CH:15][C:14]([OH:17])=[C:13]([C@@H:18]([C:28]3[CH:33]=[CH:32][CH:31]=[CH:30][CH:29]=3)[CH2:19][CH2:20][N:21]([CH:25]([CH3:27])[CH3:26])[CH:22]([CH3:24])[CH3:23])[CH:12]=2)=[CH:6][CH:5]=1.[OH:36][C:37]1[CH:38]=[C:39]([CH:42]=[C:43]([OH:45])[CH:44]=1)[CH:40]=O.S([O-])([O-])(=O)=O.[Mg+2].[BH4-].[Na+], predict the reaction product. The product is: [NH3:1].[CH:22]([N:21]([CH:25]([CH3:26])[CH3:27])[CH2:20][CH2:19][C@@H:18]([C:13]1[CH:12]=[C:11]([CH2:10][CH2:9][O:8][C:7]2[CH:6]=[CH:5][C:4]([CH2:3][CH2:2][NH:1][CH2:40][C:39]3[CH:42]=[C:43]([OH:45])[CH:44]=[C:37]([OH:36])[CH:38]=3)=[CH:35][CH:34]=2)[CH:16]=[CH:15][C:14]=1[OH:17])[C:28]1[CH:29]=[CH:30][CH:31]=[CH:32][CH:33]=1)([CH3:24])[CH3:23].